Dataset: Peptide-MHC class I binding affinity with 185,985 pairs from IEDB/IMGT. Task: Regression. Given a peptide amino acid sequence and an MHC pseudo amino acid sequence, predict their binding affinity value. This is MHC class I binding data. (1) The peptide sequence is RWASGVSEI. The MHC is HLA-A02:03 with pseudo-sequence HLA-A02:03. The binding affinity (normalized) is 0.0847. (2) The peptide sequence is FLWGPRALV. The MHC is HLA-A02:02 with pseudo-sequence HLA-A02:02. The binding affinity (normalized) is 0.652. (3) The peptide sequence is FLEQQNKIL. The MHC is HLA-A02:03 with pseudo-sequence HLA-A02:03. The binding affinity (normalized) is 0.381. (4) The peptide sequence is MTIREFPRK. The MHC is HLA-A33:01 with pseudo-sequence HLA-A33:01. The binding affinity (normalized) is 0.331.